From a dataset of Reaction yield outcomes from USPTO patents with 853,638 reactions. Predict the reaction yield, written as a fraction of the theoretical maximum amount of product (1.0 means a 100% yield; for example, 0.34 means a 34% yield). (1) The reactants are [OH:1][C:2]1[CH:7]=[CH:6][C:5]([C:8](=[O:10])[CH3:9])=[CH:4][C:3]=1[N+:11]([O-:13])=[O:12].C([O-])([O-])=O.[K+].[K+].Br[CH2:21][CH3:22].[NH4+].[Cl-]. The catalyst is CN(C=O)C. The product is [CH2:21]([O:1][C:2]1[CH:7]=[CH:6][C:5]([C:8](=[O:10])[CH3:9])=[CH:4][C:3]=1[N+:11]([O-:13])=[O:12])[CH3:22]. The yield is 0.960. (2) The reactants are [NH2:1][C:2]1[C:7]([N+:8]([O-:10])=[O:9])=[C:6]([OH:11])[N:5]=[C:4]([O:12][CH2:13][CH2:14][CH2:15][CH3:16])[N:3]=1.N1C(C)=CC(C)=CC=1C.[S:26](Cl)([C:29]1[CH:35]=[CH:34][C:32]([CH3:33])=[CH:31][CH:30]=1)(=[O:28])=[O:27].O.C(#N)C. The catalyst is C(#N)C.CCCCCC.C(Cl)Cl.O. The product is [NH2:1][C:2]1[C:7]([N+:8]([O-:10])=[O:9])=[C:6]([O:11][S:26]([C:29]2[CH:35]=[CH:34][C:32]([CH3:33])=[CH:31][CH:30]=2)(=[O:28])=[O:27])[N:5]=[C:4]([O:12][CH2:13][CH2:14][CH2:15][CH3:16])[N:3]=1. The yield is 0.520.